This data is from Full USPTO retrosynthesis dataset with 1.9M reactions from patents (1976-2016). The task is: Predict the reactants needed to synthesize the given product. (1) Given the product [Cl:1][C:2]1[CH:3]=[CH:4][C:5]([C:11]2[CH:16]=[CH:15][CH:14]=[CH:13][CH:12]=2)=[CH:6][N:7]=1, predict the reactants needed to synthesize it. The reactants are: [Cl:1][C:2]1[N:7]=[CH:6][C:5](B(O)O)=[CH:4][CH:3]=1.[C:11]1(Br)[CH:16]=[CH:15][CH:14]=[CH:13][CH:12]=1.[O-]P([O-])([O-])=O.[K+].[K+].[K+]. (2) Given the product [C:1]([O:5][C:6]([NH:8][CH2:9][C@H:10]1[CH2:11][CH2:12][C@H:13]([C:16]([NH:18][C@H:19]([C:40](=[O:53])[NH:41][C:42]2[CH:43]=[CH:44][C:45]([C:48]3[N:49]=[N:50][NH:51][N:52]=3)=[CH:46][CH:47]=2)[CH2:20][C:21]2[CH:26]=[CH:25][C:24]([C:27]3[CH:32]=[CH:31][C:30]([C:33]([NH:54][CH:55]4[CH2:56][CH2:57][N:58]([C:61]([O:63][C:64]([CH3:67])([CH3:66])[CH3:65])=[O:62])[CH2:59][CH2:60]4)=[O:35])=[C:29]([C:36]([F:38])([F:39])[F:37])[CH:28]=3)=[CH:23][CH:22]=2)=[O:17])[CH2:14][CH2:15]1)=[O:7])([CH3:2])([CH3:4])[CH3:3], predict the reactants needed to synthesize it. The reactants are: [C:1]([O:5][C:6]([NH:8][CH2:9][C@H:10]1[CH2:15][CH2:14][C@H:13]([C:16]([NH:18][C@H:19]([C:40](=[O:53])[NH:41][C:42]2[CH:47]=[CH:46][C:45]([C:48]3[N:49]=[N:50][NH:51][N:52]=3)=[CH:44][CH:43]=2)[CH2:20][C:21]2[CH:26]=[CH:25][C:24]([C:27]3[CH:32]=[CH:31][C:30]([C:33]([OH:35])=O)=[C:29]([C:36]([F:39])([F:38])[F:37])[CH:28]=3)=[CH:23][CH:22]=2)=[O:17])[CH2:12][CH2:11]1)=[O:7])([CH3:4])([CH3:3])[CH3:2].[NH2:54][CH:55]1[CH2:60][CH2:59][N:58]([C:61]([O:63][C:64]([CH3:67])([CH3:66])[CH3:65])=[O:62])[CH2:57][CH2:56]1.C(N(CC)C(C)C)(C)C.F[P-](F)(F)(F)(F)F.CN(C(N(C)C)=[N+]1C2C(=NC=CC=2)[N+]([O-])=N1)C. (3) Given the product [C:22]([O:21][C:19]([NH:18][C:16]1[CH:15]=[CH:14][C:13]([O:26][C:27]([F:28])([F:29])[F:30])=[C:12]([C:9]2[CH:10]=[CH:11][C:6]([C:4]([OH:5])=[O:3])=[CH:7][CH:8]=2)[CH:17]=1)=[O:20])([CH3:25])([CH3:23])[CH3:24], predict the reactants needed to synthesize it. The reactants are: C([O:3][C:4]([C:6]1[CH:11]=[CH:10][C:9]([C:12]2[CH:17]=[C:16]([NH:18][C:19]([O:21][C:22]([CH3:25])([CH3:24])[CH3:23])=[O:20])[CH:15]=[CH:14][C:13]=2[O:26][C:27]([F:30])([F:29])[F:28])=[CH:8][CH:7]=1)=[O:5])C. (4) Given the product [C:1]([O:5][C:6](=[O:23])[C:7]([S:10][C:11]1[CH:12]=[C:13]2[C:17](=[CH:18][CH:19]=1)[CH2:16][CH:15]([N:20]([CH2:21][CH3:22])[C:34]([NH:33][C:30]1[CH:31]=[CH:32][C:27]([O:26][C:25]([F:24])([F:36])[F:37])=[CH:28][CH:29]=1)=[O:35])[CH2:14]2)([CH3:9])[CH3:8])([CH3:2])([CH3:3])[CH3:4], predict the reactants needed to synthesize it. The reactants are: [C:1]([O:5][C:6](=[O:23])[C:7]([S:10][C:11]1[CH:12]=[C:13]2[C:17](=[CH:18][CH:19]=1)[CH2:16][CH:15]([NH:20][CH2:21][CH3:22])[CH2:14]2)([CH3:9])[CH3:8])([CH3:4])([CH3:3])[CH3:2].[F:24][C:25]([F:37])([F:36])[O:26][C:27]1[CH:32]=[CH:31][C:30]([N:33]=[C:34]=[O:35])=[CH:29][CH:28]=1. (5) Given the product [Cl:32][C:31]1[C:30]([N:15]2[CH2:14][CH2:13][CH:12]([C:5]3[CH:6]=[C:7]([F:11])[CH:8]=[C:9]([F:10])[C:4]=3[O:3][CH:2]([F:1])[F:18])[CH2:17][CH2:16]2)=[CH:29][N:28]=[N:27][C:26]=1[NH:35][NH2:36], predict the reactants needed to synthesize it. The reactants are: [F:1][CH:2]([F:18])[O:3][C:4]1[C:9]([F:10])=[CH:8][C:7]([F:11])=[CH:6][C:5]=1[CH:12]1[CH2:17][CH2:16][NH:15][CH2:14][CH2:13]1.C(=O)([O-])[O-].[K+].[K+].Cl[C:26]1[N:27]=[N:28][CH:29]=[C:30](Cl)[C:31]=1[Cl:32].O.[NH2:35][NH2:36]. (6) Given the product [CH3:36][N:37]1[CH:41]=[CH:40][C:39]([NH:42][C:43]([C:45]2[CH:55]=[C:54]([O:56][C:34]3[CH:33]=[CH:32][C:29]([C:30]#[N:31])=[CH:28][C:27]=3[F:26])[C:48]3[CH2:49][C:50]([CH3:53])([CH3:52])[O:51][C:47]=3[CH:46]=2)=[O:44])=[N:38]1, predict the reactants needed to synthesize it. The reactants are: COC(C1C=C(OC2C=CC(S(C)(=O)=O)=CC=2)C=C2OC(C)CC=12)=O.[F:26][C:27]1[CH:28]=[C:29]([CH:32]=[CH:33][C:34]=1F)[C:30]#[N:31].[CH3:36][N:37]1[CH:41]=[CH:40][C:39]([NH:42][C:43]([C:45]2[CH:55]=[C:54]([OH:56])[C:48]3[CH2:49][C:50]([CH3:53])([CH3:52])[O:51][C:47]=3[CH:46]=2)=[O:44])=[N:38]1.